Dataset: Catalyst prediction with 721,799 reactions and 888 catalyst types from USPTO. Task: Predict which catalyst facilitates the given reaction. (1) Reactant: [CH3:1][N:2]1[CH2:7][CH2:6][N:5]([C:8]2[CH:14]=[CH:13][C:11]([NH2:12])=[CH:10][C:9]=2[CH2:15][N:16]2[CH2:21][CH2:20][N:19]([CH3:22])[CH2:18][CH2:17]2)[CH2:4][CH2:3]1.Cl[C:24]1[C:33]2[C:28](=[CH:29][C:30]([Cl:34])=[CH:31][CH:32]=2)[N:27]=[CH:26][CH:25]=1.Cl. Product: [Cl:34][C:30]1[CH:29]=[C:28]2[C:33]([C:24]([NH:12][C:11]3[CH:13]=[CH:14][C:8]([N:5]4[CH2:4][CH2:3][N:2]([CH3:1])[CH2:7][CH2:6]4)=[C:9]([CH2:15][N:16]4[CH2:17][CH2:18][N:19]([CH3:22])[CH2:20][CH2:21]4)[CH:10]=3)=[CH:25][CH:26]=[N:27]2)=[CH:32][CH:31]=1. The catalyst class is: 10. (2) Reactant: [C:1]([O:5][C:6]([N:8]1[C@@H:12]([C@H:13]([OH:20])[C:14]2[CH:19]=[CH:18][CH:17]=[CH:16][CH:15]=2)[CH2:11][CH2:10][C@H:9]1[CH2:21][C:22]1[CH:30]=[CH:29][C:25]([C:26](O)=[O:27])=[CH:24][CH:23]=1)=[O:7])([CH3:4])([CH3:3])[CH3:2].[CH:31]1([CH:34]2[CH2:38][C:37]3([CH2:43][CH2:42][NH:41][CH2:40][CH2:39]3)[C:36](=[O:44])[O:35]2)[CH2:33][CH2:32]1.CCN=C=NCCCN(C)C.Cl.C1C=CC2N(O)N=NC=2C=1.C(N(CC)C(C)C)(C)C. Product: [CH:31]1([CH:34]2[CH2:38][C:37]3([CH2:43][CH2:42][N:41]([C:26]([C:25]4[CH:29]=[CH:30][C:22]([CH2:21][C@@H:9]5[CH2:10][CH2:11][C@H:12]([C@H:13]([OH:20])[C:14]6[CH:19]=[CH:18][CH:17]=[CH:16][CH:15]=6)[N:8]5[C:6]([O:5][C:1]([CH3:2])([CH3:3])[CH3:4])=[O:7])=[CH:23][CH:24]=4)=[O:27])[CH2:40][CH2:39]3)[C:36](=[O:44])[O:35]2)[CH2:33][CH2:32]1. The catalyst class is: 18. (3) Reactant: [CH2:1]([O:4][C@H:5]1[O:34][C@H:33]([CH2:35][OH:36])[C@@H:24]([O:25][CH2:26][C:27]2[CH:32]=[CH:31][CH:30]=[CH:29][CH:28]=2)[C@H:15]([O:16][CH2:17][C:18]2[CH:23]=[CH:22][CH:21]=[CH:20][CH:19]=2)[C@H:6]1[O:7][CH2:8][C:9]1[CH:14]=[CH:13][CH:12]=[CH:11][CH:10]=1)[CH:2]=[CH2:3].[C:37]1([CH3:47])[CH:42]=[CH:41][C:40]([S:43](Cl)(=[O:45])=[O:44])=[CH:39][CH:38]=1.O. Product: [CH2:1]([O:4][C@H:5]1[O:34][C@H:33]([CH2:35][O:36][S:43]([C:40]2[CH:41]=[CH:42][C:37]([CH3:47])=[CH:38][CH:39]=2)(=[O:45])=[O:44])[C@@H:24]([O:25][CH2:26][C:27]2[CH:32]=[CH:31][CH:30]=[CH:29][CH:28]=2)[C@H:15]([O:16][CH2:17][C:18]2[CH:23]=[CH:22][CH:21]=[CH:20][CH:19]=2)[C@H:6]1[O:7][CH2:8][C:9]1[CH:10]=[CH:11][CH:12]=[CH:13][CH:14]=1)[CH:2]=[CH2:3]. The catalyst class is: 537. (4) Reactant: C(OC(=O)[NH:7][C:8]([C:11](=[O:31])[NH:12][C:13]1[S:14][C:15]([CH2:24][C:25]2[CH:30]=[CH:29][CH:28]=[CH:27][CH:26]=2)=[C:16]([C:18]2[CH:23]=[CH:22][CH:21]=[CH:20][CH:19]=2)[N:17]=1)([CH3:10])[CH3:9])(C)(C)C.Cl. Product: [NH2:7][C:8]([CH3:10])([CH3:9])[C:11]([NH:12][C:13]1[S:14][C:15]([CH2:24][C:25]2[CH:30]=[CH:29][CH:28]=[CH:27][CH:26]=2)=[C:16]([C:18]2[CH:23]=[CH:22][CH:21]=[CH:20][CH:19]=2)[N:17]=1)=[O:31]. The catalyst class is: 25. (5) Product: [C:1]([C@@H:4]1[NH:8][C@H:7]([C:13]([O:15][CH3:16])=[O:14])[CH2:6][CH2:5]1)#[C:2][CH3:3].[NH3:8]. The catalyst class is: 22. Reactant: [C:1]([C@@H:4]1[N:8](C(OC)=O)[C@H:7]([C:13]([O:15][CH3:16])=[O:14])[CH2:6][CH2:5]1)#[C:2][CH3:3].I[Si](C)(C)C. (6) Reactant: [CH:1]([C:4]1[S:5][CH:6]=[C:7]([C:9]2[CH:14]=[CH:13][C:12]([N+:15]([O-])=O)=[CH:11][CH:10]=2)[N:8]=1)([CH3:3])[CH3:2]. Product: [CH:1]([C:4]1[S:5][CH:6]=[C:7]([C:9]2[CH:14]=[CH:13][C:12]([NH2:15])=[CH:11][CH:10]=2)[N:8]=1)([CH3:3])[CH3:2]. The catalyst class is: 153. (7) Reactant: [NH2:1][C:2]1[N:7]2[N:8]=[CH:9][C:10]([C:11]3[CH:12]=[N:13][C:14]4[C:19]([CH:20]=3)=[CH:18][CH:17]=[CH:16][CH:15]=4)=[C:6]2[N:5]=[C:4]([CH2:21][C:22]2[CH:27]=[CH:26][C:25]([CH2:28][C:29]([O:31]C)=[O:30])=[CH:24][CH:23]=2)[C:3]=1[Br:33].[Li+].[OH-]. Product: [NH2:1][C:2]1[N:7]2[N:8]=[CH:9][C:10]([C:11]3[CH:12]=[N:13][C:14]4[C:19]([CH:20]=3)=[CH:18][CH:17]=[CH:16][CH:15]=4)=[C:6]2[N:5]=[C:4]([CH2:21][C:22]2[CH:27]=[CH:26][C:25]([CH2:28][C:29]([OH:31])=[O:30])=[CH:24][CH:23]=2)[C:3]=1[Br:33]. The catalyst class is: 1. (8) The catalyst class is: 9. Reactant: [Cl:1][C:2]1[N:3]=[N:4][C:5](Cl)=[CH:6][CH:7]=1.[F:9][C:10]1([C:16]([O:18][CH2:19][CH3:20])=[O:17])[CH2:15][CH2:14][NH:13][CH2:12][CH2:11]1.C(=O)([O-])[O-].[Cs+].[Cs+]. Product: [Cl:1][C:2]1[N:3]=[N:4][C:5]([N:13]2[CH2:12][CH2:11][C:10]([F:9])([C:16]([O:18][CH2:19][CH3:20])=[O:17])[CH2:15][CH2:14]2)=[CH:6][CH:7]=1.